From a dataset of Reaction yield outcomes from USPTO patents with 853,638 reactions. Predict the reaction yield, written as a fraction of the theoretical maximum amount of product (1.0 means a 100% yield; for example, 0.34 means a 34% yield). (1) The reactants are [Br:1][C:2]1[CH:8]=[CH:7][C:5]([NH2:6])=[CH:4][CH:3]=1.[CH:9](=O)[C:10]1[CH:15]=[CH:14][N:13]=[CH:12][CH:11]=1. The catalyst is C1(C)C=CC=CC=1. The product is [Br:1][C:2]1[CH:8]=[CH:7][C:5]([N:6]=[CH:9][C:10]2[CH:15]=[CH:14][N:13]=[CH:12][CH:11]=2)=[CH:4][CH:3]=1. The yield is 0.860. (2) The reactants are [Cl:1][C:2]1[N:7]=[C:6]([NH:8][CH:9]2[CH2:14][CH2:13][O:12][CH2:11][CH2:10]2)[C:5]([NH2:15])=[CH:4][N:3]=1.[C:16](N1C=CN=C1)(N1C=CN=C1)=[O:17]. The catalyst is C(#N)C. The product is [Cl:1][C:2]1[N:7]=[C:6]2[C:5]([NH:15][C:16](=[O:17])[N:8]2[CH:9]2[CH2:10][CH2:11][O:12][CH2:13][CH2:14]2)=[CH:4][N:3]=1. The yield is 0.800. (3) The reactants are [OH:1][N:2]=[C:3]([C:5]1[C:9]([N:10]2[CH2:15][CH2:14][O:13][CH2:12][CH2:11]2)=[N:8][O:7][N:6]=1)N.N([O-])=O.[Na+].[ClH:20]. The catalyst is O. The product is [OH:1][N:2]=[C:3]([Cl:20])[C:5]1[C:9]([N:10]2[CH2:15][CH2:14][O:13][CH2:12][CH2:11]2)=[N:8][O:7][N:6]=1. The yield is 0.300. (4) The reactants are C([O-])([O-])=O.[K+].[K+].[CH2:7]([C:14]1[CH:19]=[C:18]([Cl:20])[CH:17]=[CH:16][C:15]=1[OH:21])[C:8]1[CH:13]=[CH:12][CH:11]=[CH:10][CH:9]=1.[Br:22][CH2:23][CH2:24][CH2:25]Br.CCOC(C)=O. The catalyst is CN(C=O)C.O. The product is [CH2:7]([C:14]1[CH:19]=[C:18]([Cl:20])[CH:17]=[CH:16][C:15]=1[O:21][CH2:25][CH2:24][CH2:23][Br:22])[C:8]1[CH:9]=[CH:10][CH:11]=[CH:12][CH:13]=1. The yield is 0.720. (5) The reactants are [Cl-].O[NH3+:3].[C:4](=[O:7])([O-])[OH:5].[Na+].CS(C)=O.[OH:13][C:14]([CH3:50])([CH3:49])[CH2:15][O:16][C:17]1[CH:22]=[CH:21][C:20]([N:23]2[C:28](=[O:29])[C:27]([CH2:30][C:31]3[CH:36]=[CH:35][C:34]([C:37]4[C:38]([C:43]#[N:44])=[CH:39][CH:40]=[CH:41][CH:42]=4)=[CH:33][CH:32]=3)=[C:26]([CH2:45][CH2:46][CH3:47])[N:25]=[C:24]2[CH3:48])=[CH:19][CH:18]=1. The catalyst is O.C(OCC)(=O)C. The yield is 0.680. The product is [OH:13][C:14]([CH3:49])([CH3:50])[CH2:15][O:16][C:17]1[CH:22]=[CH:21][C:20]([N:23]2[C:28](=[O:29])[C:27]([CH2:30][C:31]3[CH:36]=[CH:35][C:34]([C:37]4[CH:42]=[CH:41][CH:40]=[CH:39][C:38]=4[C:43]4[NH:3][C:4](=[O:7])[O:5][N:44]=4)=[CH:33][CH:32]=3)=[C:26]([CH2:45][CH2:46][CH3:47])[N:25]=[C:24]2[CH3:48])=[CH:19][CH:18]=1.